Predict the reactants needed to synthesize the given product. From a dataset of Full USPTO retrosynthesis dataset with 1.9M reactions from patents (1976-2016). (1) Given the product [CH2:1]([C:8]1[S:12][C:11]([NH:13][C:27](=[O:28])[C:26]2[CH:30]=[CH:31][CH:32]=[C:24]([O:23][CH3:22])[CH:25]=2)=[N:10][C:9]=1[C:14]1[CH:15]=[CH:16][C:17]([O:20][CH3:21])=[CH:18][CH:19]=1)[C:2]1[CH:3]=[CH:4][CH:5]=[CH:6][CH:7]=1, predict the reactants needed to synthesize it. The reactants are: [CH2:1]([C:8]1[S:12][C:11]([NH2:13])=[N:10][C:9]=1[C:14]1[CH:19]=[CH:18][C:17]([O:20][CH3:21])=[CH:16][CH:15]=1)[C:2]1[CH:7]=[CH:6][CH:5]=[CH:4][CH:3]=1.[CH3:22][O:23][C:24]1[CH:25]=[C:26]([CH:30]=[CH:31][CH:32]=1)[C:27](Cl)=[O:28]. (2) Given the product [CH3:19][O:20][C:21](=[O:76])[C:22]1[CH:27]=[CH:26][C:25]([O:28][CH2:29][CH2:30][C:31]2[C:39]3[C:34](=[CH:35][CH:36]=[C:37]([Cl:40])[CH:38]=3)[N:33]([CH:41]([C:48]3[CH:49]=[CH:50][CH:51]=[CH:52][CH:53]=3)[C:42]3[CH:47]=[CH:46][CH:45]=[CH:44][CH:43]=3)[C:32]=2[CH2:54][CH2:55][OH:56])=[CH:24][C:23]=1[O:74][CH3:75], predict the reactants needed to synthesize it. The reactants are: CCCC[N+](CCCC)(CCCC)CCCC.[F-].[CH3:19][O:20][C:21](=[O:76])[C:22]1[CH:27]=[CH:26][C:25]([O:28][CH2:29][CH2:30][C:31]2[C:39]3[C:34](=[CH:35][CH:36]=[C:37]([Cl:40])[CH:38]=3)[N:33]([CH:41]([C:48]3[CH:53]=[CH:52][CH:51]=[CH:50][CH:49]=3)[C:42]3[CH:47]=[CH:46][CH:45]=[CH:44][CH:43]=3)[C:32]=2[CH2:54][CH2:55][O:56][Si](C(C)(C)C)(C2C=CC=CC=2)C2C=CC=CC=2)=[CH:24][C:23]=1[O:74][CH3:75]. (3) Given the product [F:1][C:2]1[CH:10]=[C:9]2[C:5]([CH:6]=[N:7][NH:8]2)=[CH:4][C:3]=1[NH2:11], predict the reactants needed to synthesize it. The reactants are: [F:1][C:2]1[CH:10]=[C:9]2[C:5]([CH:6]=[N:7][NH:8]2)=[CH:4][C:3]=1[N+:11]([O-])=O.C(Cl)Cl.[H][H]. (4) Given the product [CH3:31][N:27]1[C:28]2[C:24](=[CH:23][CH:22]=[C:21]([N:2]([CH3:1])[C:3]3[CH:8]=[CH:7][N:6]=[C:5]([NH:9][C:10]4[CH:15]=[CH:14][CH:13]=[C:12]([CH2:16][S:17]([CH3:20])(=[O:19])=[O:18])[CH:11]=4)[N:4]=3)[CH:29]=2)[C:25]([CH3:30])=[N:26]1, predict the reactants needed to synthesize it. The reactants are: [CH3:1][N:2]([C:21]1[CH:29]=[C:28]2[C:24]([C:25]([CH3:30])=[N:26][NH:27]2)=[CH:23][CH:22]=1)[C:3]1[CH:8]=[CH:7][N:6]=[C:5]([NH:9][C:10]2[CH:15]=[CH:14][CH:13]=[C:12]([CH2:16][S:17]([CH3:20])(=[O:19])=[O:18])[CH:11]=2)[N:4]=1.[C:31]([O-])([O-])=O.[Cs+].[Cs+].IC. (5) Given the product [Cl:23][C:24]1[N:25]=[C:26]([O:31][CH3:32])[N:27]=[C:28]([NH:22][C:12]2[CH:13]=[CH:14][C:15]([N:16]3[CH:20]=[C:19]([CH3:21])[N:18]=[CH:17]3)=[C:10]([O:9][CH3:8])[CH:11]=2)[N:29]=1, predict the reactants needed to synthesize it. The reactants are: C(N(CC)CC)C.[CH3:8][O:9][C:10]1[CH:11]=[C:12]([NH2:22])[CH:13]=[CH:14][C:15]=1[N:16]1[CH:20]=[C:19]([CH3:21])[N:18]=[CH:17]1.[Cl:23][C:24]1[N:29]=[C:28](Cl)[N:27]=[C:26]([O:31][CH3:32])[N:25]=1.